This data is from Catalyst prediction with 721,799 reactions and 888 catalyst types from USPTO. The task is: Predict which catalyst facilitates the given reaction. (1) Reactant: Cl.[N+:2]([C:5]1[CH:10]=[CH:9][C:8]([C:11]2[S:15][C:14]([CH:16]3[CH2:21][CH2:20][NH:19][CH2:18][CH2:17]3)=[N:13][CH:12]=2)=[CH:7][CH:6]=1)([O-:4])=[O:3].Br[C:23]([CH3:32])([CH3:31])[C:24]([O:26][C:27]([CH3:30])([CH3:29])[CH3:28])=[O:25].C(=O)([O-])[O-].[K+].[K+].O. Product: [CH3:31][C:23]([N:19]1[CH2:20][CH2:21][CH:16]([C:14]2[S:15][C:11]([C:8]3[CH:7]=[CH:6][C:5]([N+:2]([O-:4])=[O:3])=[CH:10][CH:9]=3)=[CH:12][N:13]=2)[CH2:17][CH2:18]1)([CH3:32])[C:24]([O:26][C:27]([CH3:30])([CH3:29])[CH3:28])=[O:25]. The catalyst class is: 3. (2) Reactant: [Cl:1][C:2]1[CH:7]=[CH:6][CH:5]=[CH:4][C:3]=1[C:8]1[NH:9][C:10]2[C:15]([C:16]=1[F:17])=[CH:14][C:13]([CH:18]1[CH2:23][CH2:22][N:21]([CH2:24][CH2:25][N:26](C)[C:27](=O)OC(C)(C)C)[CH2:20][CH2:19]1)=[CH:12][CH:11]=2.C(O)(C(F)(F)F)=O. Product: [Cl:1][C:2]1[CH:7]=[CH:6][CH:5]=[CH:4][C:3]=1[C:8]1[NH:9][C:10]2[C:15]([C:16]=1[F:17])=[CH:14][C:13]([CH:18]1[CH2:19][CH2:20][N:21]([CH2:24][CH2:25][NH:26][CH3:27])[CH2:22][CH2:23]1)=[CH:12][CH:11]=2. The catalyst class is: 68. (3) Reactant: [CH3:1][C:2]([C:7]1[CH:12]=[CH:11][C:10]([N+:13]([O-])=O)=[CH:9][CH:8]=1)([CH2:5][OH:6])[CH2:3][OH:4]. Product: [NH2:13][C:10]1[CH:9]=[CH:8][C:7]([C:2]([CH3:1])([CH2:5][OH:6])[CH2:3][OH:4])=[CH:12][CH:11]=1. The catalyst class is: 29. (4) The catalyst class is: 21. Reactant: C(=O)([O-])[O-].[K+].[K+].Br[CH2:8][C:9]([C:11]1[S:12][CH:13]=[CH:14][CH:15]=1)=[O:10].[Br:16][C:17]1[CH:24]=[C:21]([CH:22]=O)[C:20]([OH:25])=[CH:19][CH:18]=1. Product: [Br:16][C:17]1[CH:18]=[CH:19][C:20]2[O:25][C:8]([C:9]([C:11]3[S:12][CH:13]=[CH:14][CH:15]=3)=[O:10])=[CH:22][C:21]=2[CH:24]=1. (5) Reactant: [NH2:1][C:2]1[N:7]=[C:6]([NH:8][C:9](=[O:19])[C:10]2[C:15]([Cl:16])=[CH:14][C:13]([Cl:17])=[CH:12][C:11]=2[Cl:18])[CH:5]=[CH:4][CH:3]=1.[CH3:20][N:21]1[CH2:26][CH2:25][C:24](=O)[CH2:23][CH2:22]1.C(O)(=O)C.C(O[BH-](OC(=O)C)OC(=O)C)(=O)C.[Na+]. Product: [Cl:16][C:15]1[CH:14]=[C:13]([Cl:17])[CH:12]=[C:11]([Cl:18])[C:10]=1[C:9]([NH:8][C:6]1[CH:5]=[CH:4][CH:3]=[C:2]([NH:1][CH:24]2[CH2:25][CH2:26][N:21]([CH3:20])[CH2:22][CH2:23]2)[N:7]=1)=[O:19]. The catalyst class is: 26. (6) Reactant: [F:1][C:2]1[C:7]([O:8][CH3:9])=[CH:6][C:5]([O:10][CH3:11])=[C:4]([F:12])[C:3]=1[NH:13][CH2:14][C:15]1[C:16]([NH:23][CH2:24][CH3:25])=[N:17][C:18]([S:21][CH3:22])=[N:19][CH:20]=1.[H-].[Na+].[C:28](N1C=CN=C1)(N1C=CN=C1)=[O:29]. Product: [F:1][C:2]1[C:7]([O:8][CH3:9])=[CH:6][C:5]([O:10][CH3:11])=[C:4]([F:12])[C:3]=1[N:13]1[CH2:14][C:15]2[C:16](=[N:17][C:18]([S:21][CH3:22])=[N:19][CH:20]=2)[N:23]([CH2:24][CH3:25])[C:28]1=[O:29]. The catalyst class is: 7. (7) Reactant: O=[C:2]([CH2:8][C:9](=[O:16])[C:10]1[CH:15]=[CH:14][CH:13]=[CH:12][CH:11]=1)[C:3]([O:5][CH2:6][CH3:7])=[O:4].Cl.O[NH2:19]. Product: [C:10]1([C:9]2[O:16][N:19]=[C:2]([C:3]([O:5][CH2:6][CH3:7])=[O:4])[CH:8]=2)[CH:15]=[CH:14][CH:13]=[CH:12][CH:11]=1. The catalyst class is: 8. (8) Reactant: [C:1]([C:3]1[CH:8]=[C:7]([O:9][CH3:10])[CH:6]=[C:5]([O:11][CH3:12])[C:4]=1[F:13])#[CH:2].C(#N)C.S(Cl)([Cl:20])(=O)=O.C(=O)([O-])O.[Na+]. The catalyst class is: 13. Product: [Cl:20][C:8]1[C:3]([C:1]#[CH:2])=[C:4]([F:13])[C:5]([O:11][CH3:12])=[CH:6][C:7]=1[O:9][CH3:10]. (9) Reactant: [C:1]([C@@:3]12[CH2:20][CH2:19][C:18]3[CH:17]=[C:16]([O:21][CH3:22])[CH:15]=[CH:14][C:13]=3[C@H:12]1[C:11](=[O:23])[CH2:10][C@@:8]1([CH3:9])[C@H:4]2[CH2:5][CH2:6][C@@H:7]1[O:24][CH:25]1[CH2:30][CH2:29][CH2:28][CH2:27][O:26]1)#[N:2].C(=O)(O)[O-].[Na+]. Product: [C:1]([C@@:3]12[CH2:20][CH2:19][C:18]3[CH:17]=[C:16]([O:21][CH3:22])[CH:15]=[CH:14][C:13]=3[C@H:12]1[CH:11]([OH:23])[CH2:10][C@@:8]1([CH3:9])[C@H:4]2[CH2:5][CH2:6][C@@H:7]1[O:24][CH:25]1[CH2:30][CH2:29][CH2:28][CH2:27][O:26]1)#[N:2]. The catalyst class is: 1.